Dataset: Full USPTO retrosynthesis dataset with 1.9M reactions from patents (1976-2016). Task: Predict the reactants needed to synthesize the given product. (1) Given the product [F:29][CH:27]([F:28])[CH2:26][NH:25][C:20]1[N:21]=[C:22]2[CH2:23][CH2:24][NH:15][CH:16]([CH3:45])[C:17]2=[N:18][C:19]=1[N:30]1[CH2:35][CH2:34][CH:33]([O:36][C:37]2[CH:42]=[CH:41][C:40]([F:43])=[CH:39][C:38]=2[F:44])[CH2:32][CH2:31]1.[C:2]([OH:3])([C:4]([F:7])([F:6])[F:5])=[O:1], predict the reactants needed to synthesize it. The reactants are: [OH:1][C:2]([C:4]([F:7])([F:6])[F:5])=[O:3].C([N:15]1[CH2:24][CH2:23][C:22]2[C:17](=[N:18][C:19]([N:30]3[CH2:35][CH2:34][CH:33]([O:36][C:37]4[CH:42]=[CH:41][C:40]([F:43])=[CH:39][C:38]=4[F:44])[CH2:32][CH2:31]3)=[C:20]([NH:25][CH2:26][CH:27]([F:29])[F:28])[N:21]=2)[CH:16]1[CH3:45])C1C=CC=CC=1. (2) The reactants are: [OH:1][C:2]1[CH:3]=[CH:4][C:5]([C:8]([N:10]([O:12][CH3:13])[CH3:11])=[O:9])=[N:6][CH:7]=1.C([O-])([O-])=O.[K+].[K+].[CH2:20](Br)[C:21]1[CH:26]=[CH:25][CH:24]=[CH:23][CH:22]=1. Given the product [CH2:20]([O:1][C:2]1[CH:3]=[CH:4][C:5]([C:8]([N:10]([O:12][CH3:13])[CH3:11])=[O:9])=[N:6][CH:7]=1)[C:21]1[CH:26]=[CH:25][CH:24]=[CH:23][CH:22]=1, predict the reactants needed to synthesize it. (3) Given the product [CH3:9][C:4]1[CH:5]=[C:6]([CH3:8])[CH:7]=[C:2]([CH3:1])[C:3]=1[S:10][C:11]1[N:15]=[CH:14][N:13]([C:24](=[O:25])[N:23]([CH3:27])[CH3:22])[N:12]=1, predict the reactants needed to synthesize it. The reactants are: [CH3:1][C:2]1[CH:7]=[C:6]([CH3:8])[CH:5]=[C:4]([CH3:9])[C:3]=1[S:10][C:11]1[N:15]=[CH:14][NH:13][N:12]=1.C(=O)([O-])[O-].[K+].[K+].[CH3:22][N:23]([CH3:27])[C:24](Cl)=[O:25].